From a dataset of Full USPTO retrosynthesis dataset with 1.9M reactions from patents (1976-2016). Predict the reactants needed to synthesize the given product. (1) Given the product [NH2:4][C:5]1[CH:10]=[C:9]([C:11]2[C:16]([F:17])=[CH:15][C:14]([C:18]#[N:19])=[C:13]([O:20][CH3:21])[C:12]=2[F:22])[N:8]=[C:7]([C:27]([OH:28])=[O:24])[C:6]=1[Cl:23], predict the reactants needed to synthesize it. The reactants are: C([NH:4][C:5]1[CH:10]=[C:9]([C:11]2[C:16]([F:17])=[CH:15][C:14]([C:18]#[N:19])=[C:13]([O:20][CH3:21])[C:12]=2[F:22])[N:8]=[CH:7][C:6]=1[Cl:23])(=O)C.[OH-:24].[Na+].Cl.[CH3:27][OH:28]. (2) Given the product [CH2:13]([N:20]1[C:24]2([CH2:25][CH2:26][N:27]([S:9]([CH3:8])(=[O:11])=[O:10])[CH2:28][CH2:29]2)[NH:23][CH:22]([CH2:30][C:31]2[CH:32]=[CH:33][CH:34]=[CH:35][CH:36]=2)[C:21]1=[O:37])[C:14]1[CH:19]=[CH:18][CH:17]=[CH:16][CH:15]=1, predict the reactants needed to synthesize it. The reactants are: C(N(CC)CC)C.[CH3:8][S:9](Cl)(=[O:11])=[O:10].[CH2:13]([N:20]1[C:24]2([CH2:29][CH2:28][NH:27][CH2:26][CH2:25]2)[NH:23][CH:22]([CH2:30][C:31]2[CH:36]=[CH:35][CH:34]=[CH:33][CH:32]=2)[C:21]1=[O:37])[C:14]1[CH:19]=[CH:18][CH:17]=[CH:16][CH:15]=1.C(=O)([O-])[O-].[Na+].[Na+]. (3) Given the product [C:1]1([N:7]([C:21]2[CH:26]=[CH:25][CH:24]=[CH:23][CH:22]=2)[C:8]2[CH:13]=[CH:12][C:11]([N:14]([C:28]3[C:37]4[C:32](=[CH:33][CH:34]=[CH:35][CH:36]=4)[C:31]([N:14]([C:41]4[CH:40]=[CH:43][CH:20]=[CH:15][CH:16]=4)[C:11]4[CH:12]=[CH:13][C:8]([N:7]([C:21]5[CH:22]=[CH:23][CH:24]=[CH:25][CH:26]=5)[C:1]5[CH:6]=[CH:5][CH:4]=[CH:3][CH:2]=5)=[CH:9][CH:10]=4)=[CH:30][CH:29]=3)[C:15]3[CH:20]=[CH:19][CH:18]=[CH:17][CH:16]=3)=[CH:10][CH:9]=2)[CH:6]=[CH:5][CH:4]=[CH:3][CH:2]=1, predict the reactants needed to synthesize it. The reactants are: [C:1]1([N:7]([C:21]2[CH:26]=[CH:25][CH:24]=[CH:23][CH:22]=2)[C:8]2[CH:13]=[CH:12][C:11]([NH:14][C:15]3[CH:20]=[CH:19][CH:18]=[CH:17][CH:16]=3)=[CH:10][CH:9]=2)[CH:6]=[CH:5][CH:4]=[CH:3][CH:2]=1.Br[C:28]1[C:37]2[C:32](=[CH:33][CH:34]=[CH:35][CH:36]=2)[C:31](Br)=[CH:30][CH:29]=1.C[C:40]([CH3:43])([O-])[CH3:41].[Na+]. (4) The reactants are: Br[C:2]1[CH:7]=[CH:6][CH:5]=[C:4]([CH3:8])[C:3]=1[Cl:9].C([Sn](CCCC)(CCCC)OC)CCC.CC(=C)[CH2:27][C:28](=[O:30])[CH3:29].C1(C)C=CC=CC=1P(C1C=CC=CC=1C)C1C=CC=CC=1C. Given the product [Cl:9][C:3]1[C:4]([CH3:8])=[CH:5][CH:6]=[CH:7][C:2]=1[CH2:27][C:28](=[O:30])[CH3:29], predict the reactants needed to synthesize it. (5) Given the product [CH3:12][O:13][C:14](=[O:20])[CH:15]([C:6](=[O:7])[C:5]1[CH:9]=[CH:10][C:2]([Br:1])=[C:3]([CH3:11])[CH:4]=1)/[C:16](=[N:18]/[CH3:19])/[CH3:17], predict the reactants needed to synthesize it. The reactants are: [Br:1][C:2]1[CH:10]=[CH:9][C:5]([C:6](Cl)=[O:7])=[CH:4][C:3]=1[CH3:11].[CH3:12][O:13][C:14](=[O:20])[CH:15]=[C:16]([NH:18][CH3:19])[CH3:17]. (6) Given the product [Br:1][C:6]1[C:7]([O:12][CH3:13])=[C:8]([CH:11]=[C:4]([F:3])[CH:5]=1)[C:9]#[N:10], predict the reactants needed to synthesize it. The reactants are: [Br:1]Br.[F:3][C:4]1[CH:5]=[CH:6][C:7]([O:12][CH3:13])=[C:8]([CH:11]=1)[C:9]#[N:10].OS([O-])=O.[Na+]. (7) Given the product [C:44]([O:43][C:42]([NH:41][CH:36]1[CH2:37][CH2:38][CH2:39][CH2:40][CH:35]1[NH:34][C:23](=[O:25])[NH:1][C:2]1[CH:7]=[CH:6][C:5]([CH2:8][C:9]([O:11][CH2:12][CH3:13])=[O:10])=[C:4]([Cl:14])[CH:3]=1)=[O:48])([CH3:45])([CH3:47])[CH3:46], predict the reactants needed to synthesize it. The reactants are: [NH2:1][C:2]1[CH:7]=[CH:6][C:5]([CH2:8][C:9]([O:11][CH2:12][CH3:13])=[O:10])=[C:4]([Cl:14])[CH:3]=1.C(N(CC)CC)C.Cl[C:23](Cl)([O:25]C(=O)OC(Cl)(Cl)Cl)Cl.[NH2:34][CH:35]1[CH2:40][CH2:39][CH2:38][CH2:37][CH:36]1[NH:41][C:42](=[O:48])[O:43][C:44]([CH3:47])([CH3:46])[CH3:45]. (8) The reactants are: [OH:1][C:2]1[CH:3]=[C:4]([CH:9]=[CH:10][C:11]=1[CH3:12])[C:5]([O:7][CH3:8])=[O:6].C(=O)([O-])[O-].[K+].[K+].Br[CH:20]([CH3:22])[CH3:21].[I-].[K+]. Given the product [CH:20]([O:1][C:2]1[CH:3]=[C:4]([CH:9]=[CH:10][C:11]=1[CH3:12])[C:5]([O:7][CH3:8])=[O:6])([CH3:22])[CH3:21], predict the reactants needed to synthesize it. (9) Given the product [Br:1][C:2]1[CH:7]=[CH:6][CH:5]=[C:4]([CH2:8][Br:11])[N:3]=1, predict the reactants needed to synthesize it. The reactants are: [Br:1][C:2]1[CH:7]=[CH:6][CH:5]=[C:4]([CH2:8]O)[N:3]=1.P(Br)(Br)[Br:11].